From a dataset of NCI-60 drug combinations with 297,098 pairs across 59 cell lines. Regression. Given two drug SMILES strings and cell line genomic features, predict the synergy score measuring deviation from expected non-interaction effect. (1) Drug 1: C1=NC2=C(N1)C(=S)N=CN2. Drug 2: CCC1(C2=C(COC1=O)C(=O)N3CC4=CC5=C(C=CC(=C5CN(C)C)O)N=C4C3=C2)O.Cl. Cell line: ACHN. Synergy scores: CSS=38.8, Synergy_ZIP=-5.50, Synergy_Bliss=-1.60, Synergy_Loewe=-5.04, Synergy_HSA=0.0712. (2) Drug 1: C1CCC(C1)C(CC#N)N2C=C(C=N2)C3=C4C=CNC4=NC=N3. Drug 2: C1CCN(CC1)CCOC2=CC=C(C=C2)C(=O)C3=C(SC4=C3C=CC(=C4)O)C5=CC=C(C=C5)O. Cell line: OVCAR-8. Synergy scores: CSS=5.39, Synergy_ZIP=4.35, Synergy_Bliss=9.89, Synergy_Loewe=7.61, Synergy_HSA=7.94. (3) Drug 1: CC(C)(C#N)C1=CC(=CC(=C1)CN2C=NC=N2)C(C)(C)C#N. Drug 2: CC1CCCC2(C(O2)CC(NC(=O)CC(C(C(=O)C(C1O)C)(C)C)O)C(=CC3=CSC(=N3)C)C)C. Cell line: NCI-H522. Synergy scores: CSS=46.3, Synergy_ZIP=9.10, Synergy_Bliss=1.81, Synergy_Loewe=-15.1, Synergy_HSA=0.0567. (4) Drug 1: C1=NC2=C(N1)C(=S)N=C(N2)N. Drug 2: CCC1(CC2CC(C3=C(CCN(C2)C1)C4=CC=CC=C4N3)(C5=C(C=C6C(=C5)C78CCN9C7C(C=CC9)(C(C(C8N6C=O)(C(=O)OC)O)OC(=O)C)CC)OC)C(=O)OC)O.OS(=O)(=O)O. Cell line: ACHN. Synergy scores: CSS=52.5, Synergy_ZIP=0.265, Synergy_Bliss=0.560, Synergy_Loewe=0.555, Synergy_HSA=-0.0743.